This data is from Forward reaction prediction with 1.9M reactions from USPTO patents (1976-2016). The task is: Predict the product of the given reaction. (1) Given the reactants [CH:1]1([NH:7][C:8]2[C:13]([CH:14]=[N:15][OH:16])=[CH:12][N:11]=[C:10]3[N:17]([CH2:20][CH3:21])[N:18]=[CH:19][C:9]=23)[CH2:6][CH2:5][CH2:4][CH2:3][CH2:2]1.C(Cl)(Cl)Cl.[Br:26][CH2:27][C:28](=[CH2:34])[C:29]([O:31][CH2:32][CH3:33])=[O:30].Cl[O-].[Na+], predict the reaction product. The product is: [Br:26][CH2:27][C:28]1([C:29]([O:31][CH2:32][CH3:33])=[O:30])[O:16][N:15]=[C:14]([C:13]2[C:8]([NH:7][CH:1]3[CH2:2][CH2:3][CH2:4][CH2:5][CH2:6]3)=[C:9]3[CH:19]=[N:18][N:17]([CH2:20][CH3:21])[C:10]3=[N:11][CH:12]=2)[CH2:34]1. (2) Given the reactants [OH:1][C:2]1[CH:3]=[CH:4][CH:5]=[C:6]2[C:11]=1[N:10]=[CH:9][CH:8]=[CH:7]2.ClCCl.[OH:15]O, predict the reaction product. The product is: [OH:1][C:2]1[CH:3]=[CH:4][CH:5]=[C:6]2[C:11]=1[N+:10]([O-:15])=[CH:9][CH:8]=[CH:7]2.